Dataset: Forward reaction prediction with 1.9M reactions from USPTO patents (1976-2016). Task: Predict the product of the given reaction. (1) Given the reactants C([O:3][C:4](=[O:28])[CH2:5][N:6]1[C:14]2[C:9](=[C:10]([Br:15])[CH:11]=[CH:12][CH:13]=2)[C:8]2([CH2:19][O:18][C:17]3[CH:20]=[C:21]4[C:25](=[CH:26][C:16]2=3)[CH2:24][CH2:23][O:22]4)[C:7]1=[O:27])C.C(OC(=O)CN1C2C(=CC=CC=2)C2(C3=CC4OCOC=4C=C3OC2)C1=O)C, predict the reaction product. The product is: [Br:15][C:10]1[CH:11]=[CH:12][CH:13]=[C:14]2[C:9]=1[C:8]1([CH2:19][O:18][C:17]3[CH:20]=[C:21]4[C:25](=[CH:26][C:16]1=3)[CH2:24][CH2:23][O:22]4)[C:7](=[O:27])[N:6]2[CH2:5][C:4]([OH:28])=[O:3]. (2) Given the reactants [CH2:1]([O:3][C:4]([C:6]1[S:10][C:9]2[CH:11]=[C:12]([OH:15])[CH:13]=[CH:14][C:8]=2[CH:7]=1)=[O:5])[CH3:2].[CH:16]([N:19]1[CH2:24][CH2:23][CH:22](O)[CH2:21][CH2:20]1)([CH3:18])[CH3:17].C1(P(C2C=CC=CC=2)C2C=CC=CC=2)C=CC=CC=1.CC(OC(/N=N/C(OC(C)C)=O)=O)C, predict the reaction product. The product is: [CH2:1]([O:3][C:4]([C:6]1[S:10][C:9]2[CH:11]=[C:12]([O:15][CH:22]3[CH2:23][CH2:24][N:19]([CH:16]([CH3:18])[CH3:17])[CH2:20][CH2:21]3)[CH:13]=[CH:14][C:8]=2[CH:7]=1)=[O:5])[CH3:2]. (3) Given the reactants [Br:1][C:2]1[CH:7]=[C:6]([CH2:8][C:9]([OH:11])=[O:10])[CH:5]=[CH:4][N:3]=1.S(=O)(=O)(O)O.C([O-])(O)=O.[Na+].[C:22](OCC)(=O)[CH3:23], predict the reaction product. The product is: [CH2:22]([O:10][C:9](=[O:11])[CH2:8][C:6]1[CH:5]=[CH:4][N:3]=[C:2]([Br:1])[CH:7]=1)[CH3:23].